This data is from Peptide-MHC class II binding affinity with 134,281 pairs from IEDB. The task is: Regression. Given a peptide amino acid sequence and an MHC pseudo amino acid sequence, predict their binding affinity value. This is MHC class II binding data. (1) The peptide sequence is VMRYTIDKEFEKICR. The MHC is DRB1_0405 with pseudo-sequence DRB1_0405. The binding affinity (normalized) is 0.409. (2) The peptide sequence is AFKVAATAANGAPAN. The MHC is HLA-DPA10201-DPB11401 with pseudo-sequence HLA-DPA10201-DPB11401. The binding affinity (normalized) is 0.603. (3) The peptide sequence is ALVLLILMTARTVYD. The MHC is DRB1_1101 with pseudo-sequence DRB1_1101. The binding affinity (normalized) is 0.537. (4) The peptide sequence is YDKFLANVSTVLTGR. The MHC is DRB1_1101 with pseudo-sequence DRB1_1101. The binding affinity (normalized) is 0.455. (5) The peptide sequence is LPIGTRSVETDKGPL. The binding affinity (normalized) is 0.360. The MHC is DRB3_0301 with pseudo-sequence DRB3_0301. (6) The peptide sequence is QDWLGVSRQLRTKAW. The MHC is DRB1_0901 with pseudo-sequence DRB1_0901. The binding affinity (normalized) is 0.189.